From a dataset of NCI-60 drug combinations with 297,098 pairs across 59 cell lines. Regression. Given two drug SMILES strings and cell line genomic features, predict the synergy score measuring deviation from expected non-interaction effect. (1) Drug 1: CC(C1=C(C=CC(=C1Cl)F)Cl)OC2=C(N=CC(=C2)C3=CN(N=C3)C4CCNCC4)N. Drug 2: C1=NC2=C(N=C(N=C2N1C3C(C(C(O3)CO)O)O)F)N. Cell line: A498. Synergy scores: CSS=3.95, Synergy_ZIP=-0.510, Synergy_Bliss=-1.63, Synergy_Loewe=-5.60, Synergy_HSA=-2.92. (2) Drug 1: COC1=C(C=C2C(=C1)N=CN=C2NC3=CC(=C(C=C3)F)Cl)OCCCN4CCOCC4. Drug 2: C1=CC(=CC=C1CC(C(=O)O)N)N(CCCl)CCCl.Cl. Cell line: MDA-MB-231. Synergy scores: CSS=20.6, Synergy_ZIP=-3.60, Synergy_Bliss=4.55, Synergy_Loewe=3.65, Synergy_HSA=5.88. (3) Cell line: OVCAR3. Drug 1: CCC1(CC2CC(C3=C(CCN(C2)C1)C4=CC=CC=C4N3)(C5=C(C=C6C(=C5)C78CCN9C7C(C=CC9)(C(C(C8N6C)(C(=O)OC)O)OC(=O)C)CC)OC)C(=O)OC)O. Drug 2: CN1C=C(C=N1)C2=C3N=C(C(=C(N3N=C2)N)Br)C4CCCNC4. Synergy scores: CSS=43.0, Synergy_ZIP=-2.06, Synergy_Bliss=-3.97, Synergy_Loewe=-3.69, Synergy_HSA=-0.512. (4) Drug 1: COC1=CC(=CC(=C1O)OC)C2C3C(COC3=O)C(C4=CC5=C(C=C24)OCO5)OC6C(C(C7C(O6)COC(O7)C8=CC=CS8)O)O. Synergy scores: CSS=6.41, Synergy_ZIP=-3.82, Synergy_Bliss=-2.91, Synergy_Loewe=-2.00, Synergy_HSA=-1.63. Cell line: OVCAR-4. Drug 2: C1=NC2=C(N=C(N=C2N1C3C(C(C(O3)CO)O)F)Cl)N. (5) Drug 1: CC12CCC3C(C1CCC2=O)CC(=C)C4=CC(=O)C=CC34C. Drug 2: CC1CCC2CC(C(=CC=CC=CC(CC(C(=O)C(C(C(=CC(C(=O)CC(OC(=O)C3CCCCN3C(=O)C(=O)C1(O2)O)C(C)CC4CCC(C(C4)OC)O)C)C)O)OC)C)C)C)OC. Cell line: NCIH23. Synergy scores: CSS=55.0, Synergy_ZIP=-0.921, Synergy_Bliss=-1.52, Synergy_Loewe=1.01, Synergy_HSA=1.29.